From a dataset of NCI-60 drug combinations with 297,098 pairs across 59 cell lines. Regression. Given two drug SMILES strings and cell line genomic features, predict the synergy score measuring deviation from expected non-interaction effect. (1) Drug 1: C1=NC2=C(N=C(N=C2N1C3C(C(C(O3)CO)O)O)F)N. Drug 2: CN(CCCl)CCCl.Cl. Cell line: CCRF-CEM. Synergy scores: CSS=57.7, Synergy_ZIP=-1.08, Synergy_Bliss=-0.999, Synergy_Loewe=-9.46, Synergy_HSA=-0.726. (2) Drug 1: CC1=C(C=C(C=C1)NC2=NC=CC(=N2)N(C)C3=CC4=NN(C(=C4C=C3)C)C)S(=O)(=O)N.Cl. Drug 2: CC12CCC3C(C1CCC2=O)CC(=C)C4=CC(=O)C=CC34C. Cell line: T-47D. Synergy scores: CSS=10.6, Synergy_ZIP=0.683, Synergy_Bliss=0.759, Synergy_Loewe=-10.3, Synergy_HSA=0.739. (3) Drug 2: CCCCC(=O)OCC(=O)C1(CC(C2=C(C1)C(=C3C(=C2O)C(=O)C4=C(C3=O)C=CC=C4OC)O)OC5CC(C(C(O5)C)O)NC(=O)C(F)(F)F)O. Cell line: OVCAR-5. Synergy scores: CSS=47.4, Synergy_ZIP=4.97, Synergy_Bliss=5.67, Synergy_Loewe=4.22, Synergy_HSA=4.25. Drug 1: CCC1(CC2CC(C3=C(CCN(C2)C1)C4=CC=CC=C4N3)(C5=C(C=C6C(=C5)C78CCN9C7C(C=CC9)(C(C(C8N6C)(C(=O)OC)O)OC(=O)C)CC)OC)C(=O)OC)O.OS(=O)(=O)O. (4) Drug 1: CC1=C(C(CCC1)(C)C)C=CC(=CC=CC(=CC(=O)O)C)C. Drug 2: CC1C(C(CC(O1)OC2CC(CC3=C2C(=C4C(=C3O)C(=O)C5=C(C4=O)C(=CC=C5)OC)O)(C(=O)CO)O)N)O.Cl. Cell line: CCRF-CEM. Synergy scores: CSS=32.0, Synergy_ZIP=3.32, Synergy_Bliss=3.12, Synergy_Loewe=-24.1, Synergy_HSA=-1.01. (5) Drug 1: CS(=O)(=O)C1=CC(=C(C=C1)C(=O)NC2=CC(=C(C=C2)Cl)C3=CC=CC=N3)Cl. Drug 2: CC1=CC=C(C=C1)C2=CC(=NN2C3=CC=C(C=C3)S(=O)(=O)N)C(F)(F)F. Cell line: PC-3. Synergy scores: CSS=2.35, Synergy_ZIP=-1.69, Synergy_Bliss=-2.34, Synergy_Loewe=-4.24, Synergy_HSA=-2.66. (6) Drug 1: CC1CCC2CC(C(=CC=CC=CC(CC(C(=O)C(C(C(=CC(C(=O)CC(OC(=O)C3CCCCN3C(=O)C(=O)C1(O2)O)C(C)CC4CCC(C(C4)OC)OCCO)C)C)O)OC)C)C)C)OC. Drug 2: C1CC(=O)NC(=O)C1N2C(=O)C3=CC=CC=C3C2=O. Cell line: MALME-3M. Synergy scores: CSS=10.6, Synergy_ZIP=0.311, Synergy_Bliss=3.91, Synergy_Loewe=-20.1, Synergy_HSA=-0.950. (7) Drug 2: CC1CCCC2(C(O2)CC(NC(=O)CC(C(C(=O)C(C1O)C)(C)C)O)C(=CC3=CSC(=N3)C)C)C. Synergy scores: CSS=67.9, Synergy_ZIP=-0.555, Synergy_Bliss=-0.955, Synergy_Loewe=0.552, Synergy_HSA=2.45. Drug 1: C1C(C(OC1N2C=NC(=NC2=O)N)CO)O. Cell line: K-562.